From a dataset of Buchwald-Hartwig C-N cross coupling reaction yields with 55,370 reactions. Predict the reaction yield, written as a fraction of the theoretical maximum amount of product (1.0 means a 100% yield; for example, 0.34 means a 34% yield). (1) The reactants are Brc1cccnc1.Cc1ccc(N)cc1.O=S(=O)(O[Pd]1c2ccccc2-c2ccccc2N~1)C(F)(F)F.CC(C)c1cc(C(C)C)c(-c2ccccc2P(C(C)(C)C)C(C)(C)C)c(C(C)C)c1.CN1CCCN2CCCN=C12.c1ccc(-c2cnoc2)cc1. No catalyst specified. The product is Cc1ccc(Nc2cccnc2)cc1. The yield is 0.943. (2) The reactants are FC(F)(F)c1ccc(Br)cc1.Cc1ccc(N)cc1.O=S(=O)(O[Pd]1c2ccccc2-c2ccccc2N~1)C(F)(F)F.COc1ccc(OC)c(P([C@]23C[C@H]4C[C@H](C[C@H](C4)C2)C3)[C@]23C[C@H]4C[C@H](C[C@H](C4)C2)C3)c1-c1c(C(C)C)cc(C(C)C)cc1C(C)C.CN1CCCN2CCCN=C12.c1ccc(-c2ccno2)cc1. No catalyst specified. The product is Cc1ccc(Nc2ccc(C(F)(F)F)cc2)cc1. The yield is 0.375. (3) The reactants are FC(F)(F)c1ccc(Cl)cc1.Cc1ccc(N)cc1.O=S(=O)(O[Pd]1c2ccccc2-c2ccccc2N~1)C(F)(F)F.COc1ccc(OC)c(P(C(C)(C)C)C(C)(C)C)c1-c1c(C(C)C)cc(C(C)C)cc1C(C)C.CN(C)C(=NC(C)(C)C)N(C)C.Cc1ccon1. No catalyst specified. The product is Cc1ccc(Nc2ccc(C(F)(F)F)cc2)cc1. The yield is 0.135. (4) The reactants are CCc1ccc(I)cc1.Cc1ccc(N)cc1.O=S(=O)(O[Pd]1c2ccccc2-c2ccccc2N~1)C(F)(F)F.CC(C)c1cc(C(C)C)c(-c2ccccc2P(C2CCCCC2)C2CCCCC2)c(C(C)C)c1.CN1CCCN2CCCN=C12.c1ccc2nocc2c1. No catalyst specified. The product is CCc1ccc(Nc2ccc(C)cc2)cc1. The yield is 0.0290.